This data is from Catalyst prediction with 721,799 reactions and 888 catalyst types from USPTO. The task is: Predict which catalyst facilitates the given reaction. (1) Reactant: [NH2:1][C:2]1[CH:7]=[CH:6][C:5]([F:8])=[CH:4][C:3]=1[C:9]1[CH:14]=[CH:13][C:12]([CH2:15][NH:16][C:17](=[O:23])[O:18][C:19]([CH3:22])([CH3:21])[CH3:20])=[CH:11][CH:10]=1.[CH3:24][Si:25]([CH3:44])([CH3:43])[CH2:26][CH2:27][O:28][CH2:29][N:30]1[CH:34]=[C:33]([C:35]2[S:36][CH:37]=[C:38]([C:40](O)=[O:41])[N:39]=2)[CH:32]=[N:31]1.CN(C(ON1N=NC2C=CC=NC1=2)=[N+](C)C)C.F[P-](F)(F)(F)(F)F.CCN(C(C)C)C(C)C. Product: [F:8][C:5]1[CH:6]=[CH:7][C:2]([NH:1][C:40]([C:38]2[N:39]=[C:35]([C:33]3[CH:32]=[N:31][N:30]([CH2:29][O:28][CH2:27][CH2:26][Si:25]([CH3:44])([CH3:43])[CH3:24])[CH:34]=3)[S:36][CH:37]=2)=[O:41])=[C:3]([C:9]2[CH:10]=[CH:11][C:12]([CH2:15][NH:16][C:17](=[O:23])[O:18][C:19]([CH3:20])([CH3:22])[CH3:21])=[CH:13][CH:14]=2)[CH:4]=1. The catalyst class is: 39. (2) Reactant: B(Br)(Br)Br.[NH:5]1[C:9]2[CH:10]=[CH:11][C:12]([C:14]([N:16]3[C@@H:25]4[C@@H:20]([C:21]5[CH:29]=[CH:28][CH:27]=[C:26]([O:30]C)[C:22]=5[CH2:23][CH2:24]4)[CH2:19][CH2:18][CH2:17]3)=[O:15])=[CH:13][C:8]=2[N:7]=[CH:6]1.C([O-])(O)=O.[Na+]. Product: [NH:5]1[C:9]2[CH:10]=[CH:11][C:12]([C:14]([N:16]3[C@@H:25]4[C@@H:20]([C:21]5[CH:29]=[CH:28][CH:27]=[C:26]([OH:30])[C:22]=5[CH2:23][CH2:24]4)[CH2:19][CH2:18][CH2:17]3)=[O:15])=[CH:13][C:8]=2[N:7]=[CH:6]1. The catalyst class is: 4. (3) Reactant: [CH2:1]([O:3][C@@H:4]([CH2:10][C:11]1[CH:16]=[CH:15][C:14]([OH:17])=[CH:13][CH:12]=1)[C:5]([O:7][CH2:8][CH3:9])=[O:6])[CH3:2].[CH3:18][O:19][C:20]1[CH:25]=[CH:24][N:23]=[C:22]([CH2:26]O)[CH:21]=1.C(P(CCCC)CCCC)CCC.N(C(OC(C)C)=O)=NC(OC(C)C)=O. Product: [CH2:1]([O:3][C@@H:4]([CH2:10][C:11]1[CH:12]=[CH:13][C:14]([O:17][CH2:26][C:22]2[CH:21]=[C:20]([O:19][CH3:18])[CH:25]=[CH:24][N:23]=2)=[CH:15][CH:16]=1)[C:5]([O:7][CH2:8][CH3:9])=[O:6])[CH3:2]. The catalyst class is: 7. (4) Reactant: [CH2:1]([O:8][C:9]1[C:18](=[O:19])[N:17]2[C:12]([C:13]([CH3:21])([CH3:20])[O:14][CH2:15][CH2:16]2)=[N:11][C:10]=1[C:22]([NH:24][CH2:25][C:26]1[CH:31]=[CH:30][C:29]([F:32])=[CH:28][C:27]=1[P:33](=[O:40])([O:37]CC)[O:34][CH2:35][CH3:36])=[O:23])[C:2]1[CH:7]=[CH:6][CH:5]=[CH:4][CH:3]=1.C(O)C.[OH-].[Na+]. Product: [CH2:1]([O:8][C:9]1[C:18](=[O:19])[N:17]2[C:12]([C:13]([CH3:20])([CH3:21])[O:14][CH2:15][CH2:16]2)=[N:11][C:10]=1[C:22]([NH:24][CH2:25][C:26]1[CH:31]=[CH:30][C:29]([F:32])=[CH:28][C:27]=1[P:33](=[O:37])([OH:40])[O:34][CH2:35][CH3:36])=[O:23])[C:2]1[CH:3]=[CH:4][CH:5]=[CH:6][CH:7]=1. The catalyst class is: 54. (5) Reactant: [CH2:1]([C:5]1[N:6]=[C:7]([CH2:27][CH3:28])[NH:8][C:9](=[O:26])[C:10]=1[CH2:11][C:12]1[CH:17]=[CH:16][C:15]([C:18]2[C:19]([C:24]#[N:25])=[CH:20][CH:21]=[CH:22][CH:23]=2)=[CH:14][CH:13]=1)[CH2:2][CH2:3][CH3:4].[O:29]1[C:33]2[CH:34]=[CH:35][C:36](B(O)O)=[CH:37][C:32]=2[CH2:31][CH2:30]1.N1C=CC=CC=1.C(N(CC)CC)C. Product: [CH2:1]([C:5]1[N:6]=[C:7]([CH2:27][CH3:28])[N:8]([C:36]2[CH:35]=[CH:34][C:33]3[O:29][CH2:30][CH2:31][C:32]=3[CH:37]=2)[C:9](=[O:26])[C:10]=1[CH2:11][C:12]1[CH:17]=[CH:16][C:15]([C:18]2[C:19]([C:24]#[N:25])=[CH:20][CH:21]=[CH:22][CH:23]=2)=[CH:14][CH:13]=1)[CH2:2][CH2:3][CH3:4]. The catalyst class is: 651. (6) Reactant: [CH:1]([C:3]1[CH:12]=[CH:11][C:6]([C:7]([O:9][CH3:10])=[O:8])=[C:5]([CH3:13])[CH:4]=1)=O.Cl.[NH2:15][OH:16].C([O-])(=O)C.[Na+]. Product: [OH:16][N:15]=[CH:1][C:3]1[CH:12]=[CH:11][C:6]([C:7]([O:9][CH3:10])=[O:8])=[C:5]([CH3:13])[CH:4]=1. The catalyst class is: 30. (7) Reactant: [Cl:1][C:2]1[C:3]([F:34])=[C:4]([CH:31]=[CH:32][CH:33]=1)[NH:5][C:6]1[C:15]2[C:10](=[CH:11][C:12]([O:29][CH3:30])=[C:13]([O:16][C@@H:17]3[CH2:21][CH2:20][N:19](C(OC(C)(C)C)=O)[CH2:18]3)[CH:14]=2)[N:9]=[CH:8][N:7]=1.Cl. Product: [ClH:1].[Cl:1][C:2]1[C:3]([F:34])=[C:4]([CH:31]=[CH:32][CH:33]=1)[NH:5][C:6]1[C:15]2[C:10](=[CH:11][C:12]([O:29][CH3:30])=[C:13]([O:16][C@@H:17]3[CH2:21][CH2:20][NH:19][CH2:18]3)[CH:14]=2)[N:9]=[CH:8][N:7]=1. The catalyst class is: 10. (8) Reactant: Cl[C:2]1[N:7]=[C:6]([Cl:8])[C:5]([C:9]([F:12])([F:11])[F:10])=[CH:4][N:3]=1.[NH3:13]. Product: [Cl:8][C:6]1[C:5]([C:9]([F:12])([F:11])[F:10])=[CH:4][N:3]=[C:2]([NH2:13])[N:7]=1. The catalyst class is: 5.